Predict the product of the given reaction. From a dataset of Forward reaction prediction with 1.9M reactions from USPTO patents (1976-2016). (1) Given the reactants [Cl:1][C:2]1[CH:3]=[C:4]2[C:9](=[CH:10][CH:11]=1)[NH:8][CH:7]([C:12]1[CH:13]=[C:14]([NH2:18])[CH:15]=[CH:16][CH:17]=1)[CH2:6][C:5]2([CH3:20])[CH3:19].[N:21]1[CH:26]=[CH:25][CH:24]=[C:23]([S:27](Cl)(=[O:29])=[O:28])[CH:22]=1, predict the reaction product. The product is: [Cl:1][C:2]1[CH:3]=[C:4]2[C:9](=[CH:10][CH:11]=1)[NH:8][CH:7]([C:12]1[CH:13]=[C:14]([NH:18][S:27]([C:23]3[CH:22]=[N:21][CH:26]=[CH:25][CH:24]=3)(=[O:29])=[O:28])[CH:15]=[CH:16][CH:17]=1)[CH2:6][C:5]2([CH3:20])[CH3:19]. (2) The product is: [ClH:1].[Cl:1][C:2]1[CH:7]=[CH:6][N:5]=[C:4]([NH2:13])[CH:3]=1. Given the reactants [Cl:1][C:2]1[CH:7]=[CH:6][N:5]=[C:4](C(O)=O)[CH:3]=1.C([N:13](CC)CC)C.C1(P(N=[N+]=[N-])(C2C=CC=CC=2)=O)C=CC=CC=1.Cl, predict the reaction product. (3) Given the reactants [CH3:1][C:2]1[CH:7]=[CH:6][C:5]([C:8]2[CH:13]=[C:12]([C:14]([OH:23])([C:19]([F:22])([F:21])[F:20])[C:15]([F:18])([F:17])[F:16])[CH:11]=[C:10]([C:24]([O:26]C(C)(C)C)=[O:25])[CH:9]=2)=[CH:4][CH:3]=1.FC(F)(F)C(O)=O, predict the reaction product. The product is: [CH3:1][C:2]1[CH:3]=[CH:4][C:5]([C:8]2[CH:13]=[C:12]([C:14]([OH:23])([C:19]([F:20])([F:21])[F:22])[C:15]([F:17])([F:18])[F:16])[CH:11]=[C:10]([C:24]([OH:26])=[O:25])[CH:9]=2)=[CH:6][CH:7]=1. (4) Given the reactants [C:1](=[O:4])([O-])[O-].[K+].[K+].[CH2:7]([C:10]1[N:11]=[CH:12][C:13]([NH:16][C:17](=[O:36])[C@@H:18]([C:25]2[CH:30]=[CH:29][C:28]([S:31]([CH3:34])(=[O:33])=[O:32])=[C:27]([Cl:35])[CH:26]=2)[CH2:19][CH:20]2[CH2:24][CH2:23][CH2:22][CH2:21]2)=[N:14][CH:15]=1)C=C.S(S([O-])=O)([O-])(=O)=O.[Na+].[Na+].[C:46]([OH:50])(C)(C)C.O, predict the reaction product. The product is: [Cl:35][C:27]1[CH:26]=[C:25]([C@@H:18]([CH2:19][CH:20]2[CH2:24][CH2:23][CH2:22][CH2:21]2)[C:17]([NH:16][C:13]2[CH:12]=[N:11][C:10]([CH2:7][C@H:1]([OH:4])[CH2:46][OH:50])=[CH:15][N:14]=2)=[O:36])[CH:30]=[CH:29][C:28]=1[S:31]([CH3:34])(=[O:33])=[O:32]. (5) Given the reactants [F:1][C:2]1[CH:9]=[C:8]([F:10])[CH:7]=[CH:6][C:3]=1[CH2:4]Br.[CH:11]([C:13]1[CH:21]=[C:17]([C:18]([OH:20])=[O:19])[C:16]([OH:22])=[CH:15][CH:14]=1)=[O:12].C(=O)([O-])[O-].[Cs+].[Cs+], predict the reaction product. The product is: [F:1][C:2]1[CH:9]=[C:8]([F:10])[CH:7]=[CH:6][C:3]=1[CH2:4][O:22][C:16]1[CH:15]=[CH:14][C:13]([CH:11]=[O:12])=[CH:21][C:17]=1[C:18]([O:20][CH2:4][C:3]1[CH:6]=[CH:7][C:8]([F:10])=[CH:9][C:2]=1[F:1])=[O:19]. (6) The product is: [NH2:1][C:4]1[CH:27]=[CH:26][CH:25]=[CH:24][C:5]=1[CH2:6][C:7]1[C:12](=[O:13])[N:11]([C:14]2[CH:15]=[CH:16][CH:17]=[CH:18][CH:19]=2)[C:10]2[N:20]=[CH:21][CH:22]=[CH:23][C:9]=2[N:8]=1. Given the reactants [N+:1]([C:4]1[CH:27]=[CH:26][CH:25]=[CH:24][C:5]=1[CH2:6][C:7]1[C:12](=[O:13])[N:11]([C:14]2[CH:19]=[CH:18][CH:17]=[CH:16][CH:15]=2)[C:10]2[N:20]=[CH:21][CH:22]=[CH:23][C:9]=2[N:8]=1)([O-])=O.C(O)(=O)C, predict the reaction product.